This data is from Reaction yield outcomes from USPTO patents with 853,638 reactions. The task is: Predict the reaction yield, written as a fraction of the theoretical maximum amount of product (1.0 means a 100% yield; for example, 0.34 means a 34% yield). (1) The reactants are [C:1]([C:5]1[O:9][N:8]=[C:7]([NH:10][C:11]([NH:13][C:14]2[CH:19]=[CH:18][CH:17]=[C:16]([S:20][C:21]3[C:30]4[C:25](=[CH:26][C:27]([O:41][CH3:42])=[C:28]([O:31][CH2:32][CH2:33][CH2:34][N:35]5[CH2:40][CH2:39]C[CH2:37][CH2:36]5)[CH:29]=4)[N:24]=[CH:23][N:22]=3)[CH:15]=2)=[O:12])[CH:6]=1)([CH3:4])([CH3:3])[CH3:2].N1CC[S:46](=[O:50])(=[O:49])CC1. The product is [C:1]([C:5]1[O:9][N:8]=[C:7]([NH:10][C:11]([NH:13][C:14]2[CH:19]=[CH:18][CH:17]=[C:16]([S:20][C:21]3[C:30]4[C:25](=[CH:26][C:27]([O:41][CH3:42])=[C:28]([O:31][CH2:32][CH2:33][CH2:34][N:35]5[CH2:40][CH2:39][S:46](=[O:50])(=[O:49])[CH2:37][CH2:36]5)[CH:29]=4)[N:24]=[CH:23][N:22]=3)[CH:15]=2)=[O:12])[CH:6]=1)([CH3:4])([CH3:3])[CH3:2]. No catalyst specified. The yield is 0.230. (2) The catalyst is C1(C)C=CC=CC=1.O1CCCC1. The yield is 0.780. The reactants are [F:1][C:2]([F:20])([F:19])[C:3]1[CH:8]=[CH:7][C:6]([C:9]2[CH:13]=[C:12]([CH2:14][CH2:15][CH2:16][CH2:17][OH:18])[O:11][N:10]=2)=[CH:5][CH:4]=1.O[C:22]1[CH:27]=[CH:26][CH:25]=[CH:24][C:23]=1[CH2:28][C:29]([O:31]C)=[O:30].C1(P(C2C=CC=CC=2)C2C=CC=CC=2)C=CC=CC=1.N(C(OCC)=O)=NC(OCC)=O. The product is [F:20][C:2]([F:1])([F:19])[C:3]1[CH:4]=[CH:5][C:6]([C:9]2[CH:13]=[C:12]([CH2:14][CH2:15][CH2:16][CH2:17][O:18][C:22]3[CH:27]=[CH:26][CH:25]=[CH:24][C:23]=3[CH2:28][C:29]([OH:31])=[O:30])[O:11][N:10]=2)=[CH:7][CH:8]=1. (3) The yield is 0.110. The reactants are [NH2:1][C:2]1[N:11]=[CH:10][C:9](Br)=[C:8]2[C:3]=1[CH:4]=[CH:5][C:6]([C:13]([N:15]1[CH2:19][CH2:18][C:17]([F:21])([F:20])[CH2:16]1)=[O:14])=[N:7]2.CC1(C)C(C)(C)OB([C:30]2[CH:40]=[CH:39][C:33]3[NH:34][S:35](=[O:38])(=[O:37])[CH2:36][C:32]=3[CH:31]=2)O1.C(=O)([O-])[O-].[Na+].[Na+]. The catalyst is C1C=CC([P]([Pd]([P](C2C=CC=CC=2)(C2C=CC=CC=2)C2C=CC=CC=2)([P](C2C=CC=CC=2)(C2C=CC=CC=2)C2C=CC=CC=2)[P](C2C=CC=CC=2)(C2C=CC=CC=2)C2C=CC=CC=2)(C2C=CC=CC=2)C2C=CC=CC=2)=CC=1.C(#N)C. The product is [NH2:1][C:2]1[N:11]=[CH:10][C:9]([C:30]2[CH:40]=[CH:39][C:33]3[NH:34][S:35](=[O:37])(=[O:38])[CH2:36][C:32]=3[CH:31]=2)=[C:8]2[C:3]=1[CH:4]=[CH:5][C:6]([C:13]([N:15]1[CH2:19][CH2:18][C:17]([F:21])([F:20])[CH2:16]1)=[O:14])=[N:7]2. (4) The reactants are [OH:1][CH:2]1[CH2:7][CH2:6][CH:5]([C:8]([O:10][CH2:11][CH3:12])=[O:9])[CH2:4][CH2:3]1.N1C=CN=C1.Cl[Si:19]([CH3:22])([CH3:21])[CH3:20]. The catalyst is CN(C)C=O. The product is [CH3:20][Si:19]([CH3:22])([CH3:21])[O:1][CH:2]1[CH2:3][CH2:4][CH:5]([C:8]([O:10][CH2:11][CH3:12])=[O:9])[CH2:6][CH2:7]1. The yield is 0.850. (5) The yield is 0.420. The catalyst is CCO.COCCOC.C1C=CC([P]([Pd]([P](C2C=CC=CC=2)(C2C=CC=CC=2)C2C=CC=CC=2)([P](C2C=CC=CC=2)(C2C=CC=CC=2)C2C=CC=CC=2)[P](C2C=CC=CC=2)(C2C=CC=CC=2)C2C=CC=CC=2)(C2C=CC=CC=2)C2C=CC=CC=2)=CC=1. The reactants are [OH:1][CH2:2][C:3]1[CH:4]=[C:5](B(O)O)[CH:6]=[CH:7][CH:8]=1.I[C:13]1[C:21]2[C:16](=[N:17][CH:18]=[N:19][C:20]=2[NH2:22])[N:15]([CH:23]([CH3:25])[CH3:24])[N:14]=1.C([O-])([O-])=O.[Na+].[Na+]. The product is [NH2:22][C:20]1[N:19]=[CH:18][N:17]=[C:16]2[N:15]([CH:23]([CH3:25])[CH3:24])[N:14]=[C:13]([C:5]3[CH:4]=[C:3]([CH2:2][OH:1])[CH:8]=[CH:7][CH:6]=3)[C:21]=12. (6) The reactants are [CH2:1]([N:8]1[C:16]2[C:11](=[CH:12][CH:13]=[CH:14][CH:15]=2)[C:10]([CH2:17][CH2:18][CH2:19][C:20]([O:22][CH3:23])=[O:21])=[CH:9]1)[C:2]1[CH:7]=[CH:6][CH:5]=[CH:4][CH:3]=1.Br[CH2:25]/[CH:26]=[CH:27]/[C:28]1[CH:33]=[CH:32][CH:31]=[CH:30][CH:29]=1. No catalyst specified. The product is [CH2:1]([N:8]1[C:16]2[C:11](=[CH:12][CH:13]=[CH:14][CH:15]=2)[C:10]([CH2:17][CH2:18][CH:19]([CH2:25]/[CH:26]=[CH:27]/[C:28]2[CH:33]=[CH:32][CH:31]=[CH:30][CH:29]=2)[C:20]([O:22][CH3:23])=[O:21])=[CH:9]1)[C:2]1[CH:3]=[CH:4][CH:5]=[CH:6][CH:7]=1. The yield is 0.460. (7) The reactants are [Cl:1][C:2]1[C:10]2[N:9]=[C:8]3[N:11]([C:15]4[CH:20]=[CH:19][C:18]([Cl:21])=[CH:17][C:16]=4[Cl:22])[CH2:12][CH2:13][CH2:14][N:7]3[C:6]=2[C:5]([CH:23]([NH2:26])[CH2:24][CH3:25])=[CH:4][CH:3]=1.C(N(C(C)C)C(C)C)C.FC(F)(F)S(O[CH2:42][C:43]([F:46])([F:45])[F:44])(=O)=O.O. The catalyst is CN(C)C=O. The product is [Cl:1][C:2]1[C:10]2[N:9]=[C:8]3[N:11]([C:15]4[CH:20]=[CH:19][C:18]([Cl:21])=[CH:17][C:16]=4[Cl:22])[CH2:12][CH2:13][CH2:14][N:7]3[C:6]=2[C:5]([CH:23]([NH:26][CH2:42][C:43]([F:46])([F:45])[F:44])[CH2:24][CH3:25])=[CH:4][CH:3]=1. The yield is 0.320. (8) The reactants are [Si:1]([O:8][CH:9]1[O:14][CH2:13][CH:12]([OH:15])[CH:11]=[CH:10]1)([C:4]([CH3:7])([CH3:6])[CH3:5])([CH3:3])[CH3:2].[C:16](OC(=O)C)(=[O:18])[CH3:17].CO.O. The catalyst is C(Cl)Cl. The product is [C:16]([O:15][CH:12]1[CH:11]=[CH:10][CH:9]([O:8][Si:1]([C:4]([CH3:7])([CH3:6])[CH3:5])([CH3:3])[CH3:2])[O:14][CH2:13]1)(=[O:18])[CH3:17]. The yield is 0.860.